This data is from Peptide-MHC class II binding affinity with 134,281 pairs from IEDB. The task is: Regression. Given a peptide amino acid sequence and an MHC pseudo amino acid sequence, predict their binding affinity value. This is MHC class II binding data. (1) The peptide sequence is GELQRVDKIDAAFKI. The MHC is DRB1_0401 with pseudo-sequence DRB1_0401. The binding affinity (normalized) is 0.593. (2) The peptide sequence is MKNIFMLTLFILIIT. The MHC is DRB1_0401 with pseudo-sequence DRB1_0401. The binding affinity (normalized) is 0.147. (3) The peptide sequence is SELPDFLAKKGGEAM. The MHC is DRB4_0103 with pseudo-sequence DRB4_0103. The binding affinity (normalized) is 0.349. (4) The binding affinity (normalized) is 0.158. The MHC is HLA-DPA10103-DPB10401 with pseudo-sequence HLA-DPA10103-DPB10401. The peptide sequence is QKLIEDVNASFRAAM. (5) The peptide sequence is RRGVRSLSNKIKQKTHHHHHH. The MHC is DRB1_0901 with pseudo-sequence DRB1_0901. The binding affinity (normalized) is 0.409. (6) The peptide sequence is IHLVIHRIRTLIGQEHHHHHH. The MHC is DRB5_0101 with pseudo-sequence DRB5_0101. The binding affinity (normalized) is 0.770.